Dataset: Catalyst prediction with 721,799 reactions and 888 catalyst types from USPTO. Task: Predict which catalyst facilitates the given reaction. (1) Reactant: [NH2:1][C:2]1[CH:10]=[CH:9][CH:8]=[C:7]2[C:3]=1[CH2:4][N:5]([CH:12]1[CH2:17][CH:16]([O:18]C(=O)C)[C:15](=[O:22])[NH:14][C:13]1=[O:23])[C:6]2=[O:11].C1(C)C=CC(S(O)(=O)=O)=CC=1. Product: [NH2:1][C:2]1[CH:10]=[CH:9][CH:8]=[C:7]2[C:3]=1[CH2:4][N:5]([CH:12]1[CH2:17][CH:16]([OH:18])[C:15](=[O:22])[NH:14][C:13]1=[O:23])[C:6]2=[O:11]. The catalyst class is: 5. (2) Reactant: [CH3:1][N:2]([CH3:7])[CH2:3][CH2:4][NH:5][CH3:6].CS([C:11]1[N:16]=[C:15]([C:17]2[S:21][C:20]([NH2:22])=[N:19][C:18]=2[CH3:23])[CH:14]=[C:13]([CH3:24])[N:12]=1)=O. Product: [NH2:22][C:20]1[S:21][C:17]([C:15]2[CH:14]=[C:13]([CH3:24])[N:12]=[C:11]([N:5]([CH3:6])[CH2:4][CH2:3][N:2]([CH3:7])[CH3:1])[N:16]=2)=[C:18]([CH3:23])[N:19]=1. The catalyst class is: 37.